This data is from Experimentally validated miRNA-target interactions with 360,000+ pairs, plus equal number of negative samples. The task is: Binary Classification. Given a miRNA mature sequence and a target amino acid sequence, predict their likelihood of interaction. (1) The miRNA is hsa-miR-5008-3p with sequence CCUGUGCUCCCAGGGCCUCGC. The protein sequence of the target gene is MTGAEIESGAQVKPEKKPGEEVVGGAEIENDVPLVVRPKVRTQAQIMPGARPKNKSKVMPGASTKVETSAVGGARPKSKAKAIPVSRFKEEAQMWAQPRFGAERLSKTERNSQTNIIASPLVSTDSVLVAKTKYLSEDRELVNTDTESFPRRKAHYQAGFQPSFRSKEETNMGSWCCPRPTSKQEASPNSDFKWVDKSVSSLFWSGDEVTAKFHPGNRVKDSNRSMHMANQEANTMSRSQTNQELYIASSSGSEDESVKTPWFWARDKTNTWSGPREDPNSRSRFRSKKEVYVESSSGSE.... Result: 0 (no interaction). (2) The miRNA is mmu-miR-467g with sequence UAUACAUACACACACAUAUAU. The protein sequence of the target gene is MAENGQNCDQRRVAMNKEQYNGNFTDPSSVNEKKRRDREERQNIVLWRQPLITLQYFSLETLVILKEWTSKLWHRQSIVVSFLLLLAVLTATYYVEGAHQQYVQRIEKQFLLYAYWIGLGILSSVGLGTGLHTFLLYLGPHIASVTLAAYECNSVNFPEPPYPDQIICPDEEGTEGTISLWSIISKVRIEACMWGIGTAIGELPPYFMARAARLSGAEPDDEEYQEFEEMLEHAETAQDFASRAKLAVQNLVQKVGFFGILACASIPNPLFDLAGITCGHFLVPFWTFFGATLIGKAIIK.... Result: 0 (no interaction).